This data is from Full USPTO retrosynthesis dataset with 1.9M reactions from patents (1976-2016). The task is: Predict the reactants needed to synthesize the given product. Given the product [CH2:14]([N:10]([CH2:11][CH2:12][CH3:13])[CH2:9][C@H:8]([NH2:7])[CH3:17])[CH2:15][CH3:16], predict the reactants needed to synthesize it. The reactants are: C(OC(=O)[NH:7][C@H:8]([CH3:17])[CH2:9][N:10]([CH2:14][CH2:15][CH3:16])[CH2:11][CH2:12][CH3:13])(C)(C)C.FC(F)(F)C(O)=O.